Dataset: Forward reaction prediction with 1.9M reactions from USPTO patents (1976-2016). Task: Predict the product of the given reaction. (1) Given the reactants [NH2:1][C:2]1[S:3][CH:4]=[C:5]([C:7]2[CH:12]=[CH:11][N:10]=[CH:9][CH:8]=2)[N:6]=1.C1C(=O)N([Br:20])C(=O)C1, predict the reaction product. The product is: [Br:20][C:4]1[S:3][C:2]([NH2:1])=[N:6][C:5]=1[C:7]1[CH:12]=[CH:11][N:10]=[CH:9][CH:8]=1. (2) Given the reactants [Cl:1][C:2]1[CH:11]=[C:10]2[C:5]([CH2:6][CH2:7][C:8](=[O:12])[NH:9]2)=[CH:4][CH:3]=1.[H-].[Na+].[Cl:15][C:16]1[CH:37]=[C:36]([S:38]([CH3:41])(=[O:40])=[O:39])[CH:35]=[CH:34][C:17]=1OC1C=C(C(F)(F)F)C=CC=1CCC(O)=O.CN(C=[O:46])C, predict the reaction product. The product is: [Cl:1][C:2]1[CH:3]=[CH:4][C:5]([CH2:6][CH2:7][C:8]([OH:12])=[O:46])=[C:10]([NH:9][C:17]2[CH:34]=[CH:35][C:36]([S:38]([CH3:41])(=[O:40])=[O:39])=[CH:37][C:16]=2[Cl:15])[CH:11]=1. (3) Given the reactants [Br:1][C:2]1[C:3]([Cl:16])=[C:4](/[CH:8]=[N:9]/[S@@:10]([C:12]([CH3:15])([CH3:14])[CH3:13])=[O:11])[CH:5]=[N:6][CH:7]=1.CC([S@](N)=O)(C)C.BrC1C(Cl)=C(C=O)C=NC=1.[BH4-].[Na+], predict the reaction product. The product is: [Br:1][C:2]1[C:3]([Cl:16])=[C:4]([CH2:8][NH:9][S@@:10]([C:12]([CH3:14])([CH3:13])[CH3:15])=[O:11])[CH:5]=[N:6][CH:7]=1. (4) Given the reactants FC(F)(F)S(O[C:7]1[CH:12]=[CH:11][C:10]([N:13]2[CH:18]=[C:17]([O:19][CH3:20])[C:16](=[O:21])[C:15]([C:22]3[N:26]([C:27]4[CH:32]=[CH:31][CH:30]=[CH:29][CH:28]=4)[N:25]=[CH:24][CH:23]=3)=[N:14]2)=[C:9]([F:33])[CH:8]=1)(=O)=O.Cl.[F:37][C:38]1([F:43])[CH2:42][CH2:41][NH:40][CH2:39]1.CC1(C)C2C(=C(P(C3C=CC=CC=3)C3C=CC=CC=3)C=CC=2)OC2C(P(C3C=CC=CC=3)C3C=CC=CC=3)=CC=CC1=2.CC([O-])(C)C.[Na+], predict the reaction product. The product is: [F:37][C:38]1([F:43])[CH2:42][CH2:41][N:40]([C:7]2[CH:12]=[CH:11][C:10]([N:13]3[CH:18]=[C:17]([O:19][CH3:20])[C:16](=[O:21])[C:15]([C:22]4[N:26]([C:27]5[CH:32]=[CH:31][CH:30]=[CH:29][CH:28]=5)[N:25]=[CH:24][CH:23]=4)=[N:14]3)=[C:9]([F:33])[CH:8]=2)[CH2:39]1. (5) Given the reactants [Cl:1][C:2]1[C:3]([CH2:8][NH:9][C:10]([C@@H:12]2[O:17][CH2:16][C@H:15]3[CH2:18][CH2:19][C:20](=[O:21])[N:14]3[CH2:13]2)=O)=[N:4][CH:5]=[CH:6][N:7]=1.P(Cl)(Cl)(Cl)(Cl)Cl.C([O-])(O)=O.[Na+], predict the reaction product. The product is: [Cl:1][C:2]1[C:3]2[N:4]([C:10]([C@@H:12]3[O:17][CH2:16][C@H:15]4[CH2:18][CH2:19][C:20](=[O:21])[N:14]4[CH2:13]3)=[N:9][CH:8]=2)[CH:5]=[CH:6][N:7]=1. (6) Given the reactants Br[C:2]1[CH:3]=[C:4]2[C:12](=[CH:13][CH:14]=1)[NH:11][C:10]1[CH2:9][N:8]([CH2:15][C:16]([N:18]3[CH2:23][CH2:22][N:21]([CH:24]4[CH2:27][CH2:26][CH2:25]4)[CH2:20][CH2:19]3)=[O:17])[CH2:7][CH2:6][C:5]2=1.[N:28]1[CH:33]=[C:32](B(O)O)[CH:31]=[N:30][CH:29]=1.C([O-])([O-])=O.[K+].[K+], predict the reaction product. The product is: [CH:24]1([N:21]2[CH2:20][CH2:19][N:18]([C:16](=[O:17])[CH2:15][N:8]3[CH2:7][CH2:6][C:5]4[C:4]5[C:12](=[CH:13][CH:14]=[C:2]([C:32]6[CH:33]=[N:28][CH:29]=[N:30][CH:31]=6)[CH:3]=5)[NH:11][C:10]=4[CH2:9]3)[CH2:23][CH2:22]2)[CH2:27][CH2:26][CH2:25]1. (7) Given the reactants [Si:1]([O:8][CH2:9][C@@H:10]([N:18]([CH2:37][CH2:38][CH2:39][CH2:40][CH3:41])[S:19]([C:22]1[CH:27]=[CH:26][C:25]([CH2:28][O:29][Si:30]([C:33]([CH3:36])([CH3:35])[CH3:34])([CH3:32])[CH3:31])=[CH:24][CH:23]=1)(=[O:21])=[O:20])[CH2:11][CH2:12][C:13]([F:17])([F:16])[CH:14]=[O:15])([C:4]([CH3:7])([CH3:6])[CH3:5])([CH3:3])[CH3:2].[BH4-].[Na+].[NH4+].[Cl-], predict the reaction product. The product is: [Si:1]([O:8][CH2:9][C@@H:10]([N:18]([CH2:37][CH2:38][CH2:39][CH2:40][CH3:41])[S:19]([C:22]1[CH:27]=[CH:26][C:25]([CH2:28][O:29][Si:30]([C:33]([CH3:36])([CH3:35])[CH3:34])([CH3:31])[CH3:32])=[CH:24][CH:23]=1)(=[O:20])=[O:21])[CH2:11][CH2:12][C:13]([F:16])([F:17])[CH2:14][OH:15])([C:4]([CH3:5])([CH3:6])[CH3:7])([CH3:3])[CH3:2].